Dataset: Full USPTO retrosynthesis dataset with 1.9M reactions from patents (1976-2016). Task: Predict the reactants needed to synthesize the given product. (1) Given the product [CH3:51][C:45]1[CH:46]=[CH:47][CH:48]=[C:49]([CH3:50])[C:44]=1[N:43]=[C:41]([S:64][CH3:63])[NH2:40], predict the reactants needed to synthesize it. The reactants are: C(=O)C1C=CC=CC=1.CC(OCC1C2C(=CC=CC=2)C(COC(C)=O)=C2C=1C=CC=C2)=O.BrC1C=CC(C=N[NH:40][C:41](=[N:43][C:44]2[C:49]([CH3:50])=[CH:48][CH:47]=[CH:46][C:45]=2[CH3:51])N)=CC=1.CC1C=CC=C(C)C=1N[C:63](N)=[S:64]. (2) Given the product [CH:16]([O:1][C:2]1[CH:7]=[CH:6][C:5]([C:8](=[O:10])[CH3:9])=[CH:4][C:3]=1[C:11]([F:12])([F:13])[F:14])([CH3:17])[CH3:15], predict the reactants needed to synthesize it. The reactants are: [OH:1][C:2]1[CH:7]=[CH:6][C:5]([C:8](=[O:10])[CH3:9])=[CH:4][C:3]=1[C:11]([F:14])([F:13])[F:12].[CH3:15][CH:16](O)[CH3:17].CCOC(/N=N/C(OCC)=O)=O.C1(P(C2C=CC=CC=2)C2C=CC=CC=2)C=CC=CC=1. (3) Given the product [Cl:10][C:4]1[C:5]([Cl:9])=[C:6]([Cl:8])[N:7]=[C:2]([NH:14][C:13]2[C:15]([CH3:20])=[CH:16][C:17]([CH3:19])=[CH:18][C:12]=2[CH3:11])[N:3]=1.[Cl:1][C:2]1[N:3]=[C:4]([NH:14][C:13]2[C:15]([CH3:20])=[CH:16][C:17]([CH3:19])=[CH:18][C:12]=2[CH3:11])[C:5]([Cl:9])=[C:6]([Cl:8])[N:7]=1, predict the reactants needed to synthesize it. The reactants are: [Cl:1][C:2]1[N:7]=[C:6]([Cl:8])[C:5]([Cl:9])=[C:4]([Cl:10])[N:3]=1.[CH3:11][C:12]1[CH:18]=[C:17]([CH3:19])[CH:16]=[C:15]([CH3:20])[C:13]=1[NH2:14].CC(N(C(C)C)CC)C. (4) Given the product [Br:1][C:2]1[C:3]([O:19][CH3:20])=[C:4]([NH:12][C:13](=[O:18])[C:14]([F:17])([F:16])[F:15])[C:5]([C:10]#[N:11])=[C:6]([CH3:9])[C:7]=1[C:21]1[CH:26]=[CH:25][CH:24]=[CH:23][CH:22]=1, predict the reactants needed to synthesize it. The reactants are: [Br:1][C:2]1[C:3]([O:19][CH3:20])=[C:4]([NH:12][C:13](=[O:18])[C:14]([F:17])([F:16])[F:15])[C:5]([C:10]#[N:11])=[C:6]([CH3:9])[C:7]=1I.[C:21]1(B2OCCCO2)[CH:26]=[CH:25][CH:24]=[CH:23][CH:22]=1.P([O-])([O-])([O-])=O.[K+].[K+].[K+].